Dataset: Forward reaction prediction with 1.9M reactions from USPTO patents (1976-2016). Task: Predict the product of the given reaction. (1) Given the reactants [O:1]=[C:2]1[CH:7]=[C:6]([C:8]2[CH:13]=[CH:12][C:11]([C:14]([F:17])([F:16])[F:15])=[CH:10][CH:9]=2)[CH:5]=[CH:4][N:3]1[C:18]1[CH:23]=[CH:22][C:21]2[C:24]3[CH2:25][N:26](C(OC(C)(C)C)=O)[CH2:27][CH2:28][CH2:29][C:30]=3[O:31][C:20]=2[CH:19]=1.Cl.C([O-])(O)=O.[Na+], predict the reaction product. The product is: [CH2:25]1[C:24]2[C:21]3[CH:22]=[CH:23][C:18]([N:3]4[CH:4]=[CH:5][C:6]([C:8]5[CH:13]=[CH:12][C:11]([C:14]([F:17])([F:15])[F:16])=[CH:10][CH:9]=5)=[CH:7][C:2]4=[O:1])=[CH:19][C:20]=3[O:31][C:30]=2[CH2:29][CH2:28][CH2:27][NH:26]1. (2) Given the reactants [CH:1]1([C:4]([C:6]2[C:14]3[C:9](=[CH:10][CH:11]=[CH:12][CH:13]=3)[NH:8][CH:7]=2)=[O:5])[CH2:3][CH2:2]1.C(=O)([O-])[O-].[K+].[K+].Br[CH2:22][C:23]([O:25][C:26]([CH3:29])([CH3:28])[CH3:27])=[O:24], predict the reaction product. The product is: [CH:1]1([C:4]([C:6]2[C:14]3[C:9](=[CH:10][CH:11]=[CH:12][CH:13]=3)[N:8]([CH2:22][C:23]([O:25][C:26]([CH3:29])([CH3:28])[CH3:27])=[O:24])[CH:7]=2)=[O:5])[CH2:2][CH2:3]1. (3) The product is: [CH3:22][C:21]1[C:16]([N:13]2[CH2:14][CH2:15][N:10]([C:8]([C:5]3[CH:6]=[CH:7][C:2]([N:28]4[CH2:29][CH2:30][N:26]([CH3:25])[C:27]4=[O:31])=[CH:3][C:4]=3[CH3:24])=[O:9])[CH2:11][CH2:12]2)=[N:17][CH:18]=[C:19]([CH3:23])[CH:20]=1. Given the reactants Br[C:2]1[CH:7]=[CH:6][C:5]([C:8]([N:10]2[CH2:15][CH2:14][N:13]([C:16]3[C:21]([CH3:22])=[CH:20][C:19]([CH3:23])=[CH:18][N:17]=3)[CH2:12][CH2:11]2)=[O:9])=[C:4]([CH3:24])[CH:3]=1.[CH3:25][N:26]1[CH2:30][CH2:29][NH:28][C:27]1=[O:31], predict the reaction product. (4) Given the reactants [CH2:1]([NH:3][C:4]1[CH:9]=[C:8]([O:10][CH3:11])[C:7]([O:12][CH3:13])=[CH:6][C:5]=1[C@@H:14]1[CH2:23][CH2:22][C:21]2[CH:20]=[C:19]([O:24][C:25](=[O:30])[C:26]([CH3:29])([CH3:28])[CH3:27])[CH:18]=[CH:17][C:16]=2[CH2:15]1)[CH3:2].C([O:34][C:35]1[CH:43]=[CH:42][C:38]([C:39](O)=[O:40])=[CH:37][CH:36]=1)(=O)C.C(OC1C=CC(C(CCNC2C=C(OC)C(OC)=CC=2[C@@H]2CCC3C=C(OC(=O)C(C)(C)C)C=CC=3C2)=O)=CC=1)(=O)C, predict the reaction product. The product is: [CH2:1]([N:3]([C:39](=[O:40])[C:38]1[CH:42]=[CH:43][C:35]([OH:34])=[CH:36][CH:37]=1)[C:4]1[CH:9]=[C:8]([O:10][CH3:11])[C:7]([O:12][CH3:13])=[CH:6][C:5]=1[C@@H:14]1[CH2:23][CH2:22][C:21]2[CH:20]=[C:19]([O:24][C:25](=[O:30])[C:26]([CH3:29])([CH3:28])[CH3:27])[CH:18]=[CH:17][C:16]=2[CH2:15]1)[CH3:2]. (5) Given the reactants [N:1]1([CH2:6][CH2:7][CH2:8][CH2:9][C:10]2[CH:15]=[CH:14][C:13]([OH:16])=[CH:12][CH:11]=2)[CH:5]=[CH:4][N:3]=[N:2]1.C(=O)([O-])[O-].[Cs+].[Cs+].Cl[CH2:24][C:25]1[N:26]=[C:27]([CH:30]=[CH:31][C:32]2[CH:37]=[CH:36][C:35]([Cl:38])=[C:34]([F:39])[CH:33]=2)[O:28][CH:29]=1.[I-].[K+], predict the reaction product. The product is: [Cl:38][C:35]1[CH:36]=[CH:37][C:32](/[CH:31]=[CH:30]/[C:27]2[O:28][CH:29]=[C:25]([CH2:24][O:16][C:13]3[CH:12]=[CH:11][C:10]([CH2:9][CH2:8][CH2:7][CH2:6][N:1]4[CH:5]=[CH:4][N:3]=[N:2]4)=[CH:15][CH:14]=3)[N:26]=2)=[CH:33][C:34]=1[F:39]. (6) Given the reactants [CH3:1][O:2][C:3]1[C:12]2[C:11]([CH3:13])=[N:10][CH:9]=[CH:8][C:7]=2[C:6]([S:14]([OH:17])(=[O:16])=O)=[CH:5][CH:4]=1.[NH:18]1[CH2:24][CH2:23][CH2:22][NH:21][CH2:20][CH2:19]1, predict the reaction product. The product is: [N:18]1([S:14]([C:6]2[CH:5]=[CH:4][C:3]([O:2][CH3:1])=[C:12]3[C:7]=2[CH:8]=[CH:9][N:10]=[C:11]3[CH3:13])(=[O:16])=[O:17])[CH2:24][CH2:23][CH2:22][NH:21][CH2:20][CH2:19]1. (7) Given the reactants [Br:1][C:2]1[CH:3]=NC(Cl)=N[CH:7]=1.[CH2:9]([N:11]1[CH2:16][CH2:15][NH:14][CH2:13][CH2:12]1)[CH3:10].[CH3:17][C:18](C)([O-])C.[Na+].[C:23](OCC)(=O)C, predict the reaction product. The product is: [Br:1][C:2]1[CH:3]=[CH:23][C:9]([N:11]2[CH2:16][CH2:15][N:14]([CH2:17][CH3:18])[CH2:13][CH2:12]2)=[CH:10][CH:7]=1. (8) Given the reactants [Cl:1][C:2]1[CH:26]=[CH:25][C:5]([C:6]([NH:8][CH:9]([CH2:13][C:14]2[C:23]3[C:18](=[CH:19][CH:20]=[CH:21][CH:22]=3)[NH:17][C:16](=[O:24])[CH:15]=2)[C:10]([OH:12])=[S:11])=[O:7])=[CH:4][CH:3]=1.[CH2:27](Br)[CH2:28][C:29]1[CH:34]=[CH:33][CH:32]=[CH:31][CH:30]=1, predict the reaction product. The product is: [Cl:1][C:2]1[CH:3]=[CH:4][C:5]([C:6]([NH:8][CH:9]([CH2:13][C:14]2[C:23]3[C:18](=[CH:19][CH:20]=[CH:21][CH:22]=3)[NH:17][C:16](=[O:24])[CH:15]=2)[C:10]([S:11][CH2:27][CH2:28][C:29]2[CH:34]=[CH:33][CH:32]=[CH:31][CH:30]=2)=[O:12])=[O:7])=[CH:25][CH:26]=1. (9) The product is: [NH2:1][C:2]1[N:7]([C:8]2[C:9]([F:16])=[CH:10][C:11]([O:15][CH2:46][CH2:45][C@H:36]([NH:35][C:33]([O:32][C:28]([CH3:29])([CH3:31])[CH3:30])=[O:34])[C:37]([O:39][CH:40]3[CH2:41][CH2:42][CH2:43][CH2:44]3)=[O:38])=[CH:12][C:13]=2[F:14])[C:6](=[O:17])[CH:5]=[CH:4][C:3]=1[C:18](=[O:27])[C:19]1[CH:24]=[CH:23][C:22]([F:25])=[CH:21][C:20]=1[F:26]. Given the reactants [NH2:1][C:2]1[N:7]([C:8]2[C:13]([F:14])=[CH:12][C:11]([OH:15])=[CH:10][C:9]=2[F:16])[C:6](=[O:17])[CH:5]=[CH:4][C:3]=1[C:18](=[O:27])[C:19]1[CH:24]=[CH:23][C:22]([F:25])=[CH:21][C:20]=1[F:26].[C:28]([O:32][C:33]([NH:35][C@@H:36]([CH2:45][CH2:46]O)[C:37]([O:39][CH:40]1[CH2:44][CH2:43][CH2:42][CH2:41]1)=[O:38])=[O:34])([CH3:31])([CH3:30])[CH3:29].C1C=CC(P(C2C=CC=CC=2)C2C=CC=CC=2)=CC=1.N(C(OC(C)C)=O)=NC(OC(C)C)=O, predict the reaction product.